From a dataset of NCI-60 drug combinations with 297,098 pairs across 59 cell lines. Regression. Given two drug SMILES strings and cell line genomic features, predict the synergy score measuring deviation from expected non-interaction effect. (1) Drug 1: C1=CC(=CC=C1CCC2=CNC3=C2C(=O)NC(=N3)N)C(=O)NC(CCC(=O)O)C(=O)O. Drug 2: C1CN(P(=O)(OC1)NCCCl)CCCl. Cell line: SF-268. Synergy scores: CSS=16.6, Synergy_ZIP=-1.24, Synergy_Bliss=-0.124, Synergy_Loewe=-57.3, Synergy_HSA=-1.29. (2) Drug 1: C1CN(CCN1C(=O)CCBr)C(=O)CCBr. Drug 2: CC(C)NC(=O)C1=CC=C(C=C1)CNNC.Cl. Cell line: SNB-75. Synergy scores: CSS=6.66, Synergy_ZIP=-3.87, Synergy_Bliss=-1.73, Synergy_Loewe=-4.30, Synergy_HSA=-3.89. (3) Drug 1: C1=NC2=C(N=C(N=C2N1C3C(C(C(O3)CO)O)F)Cl)N. Drug 2: CC1=C(C(=O)C2=C(C1=O)N3CC4C(C3(C2COC(=O)N)OC)N4)N. Cell line: SK-MEL-5. Synergy scores: CSS=46.9, Synergy_ZIP=0.717, Synergy_Bliss=0.0824, Synergy_Loewe=-1.99, Synergy_HSA=0.581. (4) Drug 1: CC12CCC(CC1=CCC3C2CCC4(C3CC=C4C5=CN=CC=C5)C)O. Drug 2: C1=CC(=C2C(=C1NCCNCCO)C(=O)C3=C(C=CC(=C3C2=O)O)O)NCCNCCO. Cell line: M14. Synergy scores: CSS=38.9, Synergy_ZIP=11.7, Synergy_Bliss=11.2, Synergy_Loewe=-16.6, Synergy_HSA=11.1. (5) Drug 1: CC=C1C(=O)NC(C(=O)OC2CC(=O)NC(C(=O)NC(CSSCCC=C2)C(=O)N1)C(C)C)C(C)C. Drug 2: CNC(=O)C1=NC=CC(=C1)OC2=CC=C(C=C2)NC(=O)NC3=CC(=C(C=C3)Cl)C(F)(F)F. Cell line: A498. Synergy scores: CSS=33.6, Synergy_ZIP=2.41, Synergy_Bliss=5.42, Synergy_Loewe=-34.3, Synergy_HSA=3.62.